Dataset: Full USPTO retrosynthesis dataset with 1.9M reactions from patents (1976-2016). Task: Predict the reactants needed to synthesize the given product. (1) Given the product [Cl:58][C:59]1[C:64]([C:65]2[CH:70]=[CH:69][CH:68]=[C:67]([CH2:71][CH3:72])[CH:66]=2)=[C:63]([C:73]([C@@H:82]2[CH2:87][CH2:86][CH2:85][N:84]([C:15]([C:14]3[CH:18]=[CH:19][C:11]([CH2:10][N:8]([C:6]([O:5][C:2]([CH3:4])([CH3:3])[CH3:1])=[O:7])[CH3:9])=[CH:12][C:13]=3[C:20]([O:22][CH3:23])=[O:21])=[O:16])[CH2:83]2)([OH:88])[CH2:74][CH2:75][CH2:76][NH:77][C:78]([O:79][CH3:80])=[O:81])[CH:62]=[CH:61][CH:60]=1, predict the reactants needed to synthesize it. The reactants are: [CH3:1][C:2]([O:5][C:6]([N:8]([CH2:10][C:11]1[CH:19]=[CH:18][C:14]([C:15](O)=[O:16])=[C:13]([C:20]([O:22][CH3:23])=[O:21])[CH:12]=1)[CH3:9])=[O:7])([CH3:4])[CH3:3].CCN(C(C)C)C(C)C.CN(C(ON1N=NC2C=CC=CC1=2)=[N+](C)C)C.F[P-](F)(F)(F)(F)F.Cl.[Cl:58][C:59]1[C:64]([C:65]2[CH:70]=[CH:69][CH:68]=[C:67]([CH2:71][CH3:72])[CH:66]=2)=[C:63]([C:73]([OH:88])([C@@H:82]2[CH2:87][CH2:86][CH2:85][NH:84][CH2:83]2)[CH2:74][CH2:75][CH2:76][NH:77][C:78](=[O:81])[O:79][CH3:80])[CH:62]=[CH:61][CH:60]=1. (2) Given the product [F:14][C:15]1[CH:20]=[CH:19][C:18]([C:2]2[CH:7]=[N:6][N:5]([CH2:8][O:9][CH3:10])[C:4](=[O:11])[C:3]=2[O:12][CH3:13])=[CH:17][CH:16]=1, predict the reactants needed to synthesize it. The reactants are: Cl[C:2]1[CH:7]=[N:6][N:5]([CH2:8][O:9][CH3:10])[C:4](=[O:11])[C:3]=1[O:12][CH3:13].[F:14][C:15]1[CH:20]=[CH:19][C:18](B(O)O)=[CH:17][CH:16]=1.C([O-])([O-])=O.[Na+].[Na+]. (3) Given the product [C@@H:22]1([O:21][C:14]2[C:13]([CH2:12][C:11]3[CH:33]=[CH:34][CH:35]=[CH:36][C:10]=3[O:9][CH2:8][C:7]3[CH:37]=[CH:38][CH:39]=[C:5]([OH:4])[CH:6]=3)=[C:17]([CH:18]([CH3:20])[CH3:19])[NH:16][N:15]=2)[O:30][C@H:29]([CH2:31][OH:32])[C@@H:27]([OH:28])[C@H:25]([OH:26])[C@H:23]1[OH:24], predict the reactants needed to synthesize it. The reactants are: C([O:4][C:5]1[CH:6]=[C:7]([CH:37]=[CH:38][CH:39]=1)[CH2:8][O:9][C:10]1[CH:36]=[CH:35][CH:34]=[CH:33][C:11]=1[CH2:12][C:13]1[C:14]([O:21][C@@H:22]2[O:30][C@H:29]([CH2:31][OH:32])[C@@H:27]([OH:28])[C@H:25]([OH:26])[C@H:23]2[OH:24])=[N:15][NH:16][C:17]=1[CH:18]([CH3:20])[CH3:19])(=O)C.C[O-].[Na+]. (4) Given the product [F:22][C:4]1[CH:3]=[C:2]([B:23]2[O:27][C:26]([CH3:29])([CH3:28])[C:25]([CH3:31])([CH3:30])[O:24]2)[CH:21]=[CH:20][C:5]=1[CH2:6][O:7][C@@H:8]1[CH2:13][O:12][C:11]2=[N:14][C:15]([N+:17]([O-:19])=[O:18])=[CH:16][N:10]2[CH2:9]1, predict the reactants needed to synthesize it. The reactants are: Br[C:2]1[CH:21]=[CH:20][C:5]([CH2:6][O:7][C@@H:8]2[CH2:13][O:12][C:11]3=[N:14][C:15]([N+:17]([O-:19])=[O:18])=[CH:16][N:10]3[CH2:9]2)=[C:4]([F:22])[CH:3]=1.[B:23]1([B:23]2[O:27][C:26]([CH3:29])([CH3:28])[C:25]([CH3:31])([CH3:30])[O:24]2)[O:27][C:26]([CH3:29])([CH3:28])[C:25]([CH3:31])([CH3:30])[O:24]1.CC([O-])=O.[K+]. (5) Given the product [CH2:1]([O:3][C:4]([C:6]1[C:7]([CH3:18])=[C:8]2[C:13]([NH:36][C:35]3[CH:34]=[CH:33][C:32]([O:25][C:26]4[CH:31]=[CH:30][CH:29]=[CH:28][CH:27]=4)=[CH:38][CH:37]=3)=[C:12]([C:15]#[N:16])[CH:11]=[N:10][N:9]2[CH:17]=1)=[O:5])[CH3:2], predict the reactants needed to synthesize it. The reactants are: [CH2:1]([O:3][C:4]([C:6]1[C:7]([CH3:18])=[C:8]2[C:13](Cl)=[C:12]([C:15]#[N:16])[CH:11]=[N:10][N:9]2[CH:17]=1)=[O:5])[CH3:2].C([O-])([O-])=O.[K+].[K+].[O:25]([C:32]1[CH:38]=[CH:37][C:35]([NH2:36])=[CH:34][CH:33]=1)[C:26]1[CH:31]=[CH:30][CH:29]=[CH:28][CH:27]=1. (6) Given the product [C:1]([O:5][C:6]([N:8]1[CH2:14][CH2:13][C:12]2[C:15]([S:20][CH2:21][C:22]3[CH:27]=[CH:26][C:25](/[CH:28]=[CH:29]\[C:30]4[CH:31]=[CH:32][C:33]([F:36])=[CH:34][CH:35]=4)=[CH:24][N:23]=3)=[C:16]([Cl:19])[CH:17]=[CH:18][C:11]=2[CH2:10][CH2:9]1)=[O:7])([CH3:4])([CH3:2])[CH3:3], predict the reactants needed to synthesize it. The reactants are: [C:1]([O:5][C:6]([N:8]1[CH2:14][CH2:13][C:12]2[C:15]([S:20][CH2:21][C:22]3[CH:27]=[CH:26][C:25]([C:28]#[C:29][C:30]4[CH:35]=[CH:34][C:33]([F:36])=[CH:32][CH:31]=4)=[CH:24][N:23]=3)=[C:16]([Cl:19])[CH:17]=[CH:18][C:11]=2[CH2:10][CH2:9]1)=[O:7])([CH3:4])([CH3:3])[CH3:2].N1C2C(=CC=CC=2)C=CC=1. (7) Given the product [C:20]([S:24]([NH:26][CH:2]1[CH2:9][CH2:8][CH2:7][N:6]([C:10]([O:12][CH2:13][C:14]2[CH:19]=[CH:18][CH:17]=[CH:16][CH:15]=2)=[O:11])[CH2:5][CH2:4][CH2:3]1)=[O:25])([CH3:23])([CH3:22])[CH3:21], predict the reactants needed to synthesize it. The reactants are: O=[C:2]1[CH2:9][CH2:8][CH2:7][N:6]([C:10]([O:12][CH2:13][C:14]2[CH:19]=[CH:18][CH:17]=[CH:16][CH:15]=2)=[O:11])[CH2:5][CH2:4][CH2:3]1.[C:20]([S:24]([NH2:26])=[O:25])([CH3:23])([CH3:22])[CH3:21].[BH4-].[Na+]. (8) Given the product [CH2:1]([C:3]([C:21]1[CH:34]=[CH:33][C:24]([O:25][CH2:26][C@@H:27]([OH:31])[CH2:28][CH2:29][CH2:30][OH:32])=[C:23]([CH3:35])[CH:22]=1)([C:6]1[CH:11]=[CH:10][C:9](/[CH:12]=[CH:13]/[C:14]([CH2:15][CH3:16])([OH:17])[CH2:18][CH3:19])=[C:8]([CH3:20])[CH:7]=1)[CH2:4][CH3:5])[CH3:2], predict the reactants needed to synthesize it. The reactants are: [CH2:1]([C:3]([C:21]1[CH:34]=[CH:33][C:24]([O:25][CH2:26][C@H:27]2[O:31][C:30](=[O:32])[CH2:29][CH2:28]2)=[C:23]([CH3:35])[CH:22]=1)([C:6]1[CH:11]=[CH:10][C:9](/[CH:12]=[CH:13]/[C:14]([CH2:18][CH3:19])([OH:17])[CH2:15][CH3:16])=[C:8]([CH3:20])[CH:7]=1)[CH2:4][CH3:5])[CH3:2].[H-].[H-].[H-].[H-].[Li+].[Al+3].C(OCC)(=O)C. (9) Given the product [Cl:1][C:2]1[CH:10]=[CH:9][C:8]2[N:7]([CH2:17][CH2:16][C:18]3[CH:23]=[CH:22][CH:21]=[CH:20][N:19]=3)[C:6]3[CH2:11][CH2:12][N:13]([CH3:15])[CH2:14][C:5]=3[C:4]=2[CH:3]=1, predict the reactants needed to synthesize it. The reactants are: [Cl:1][C:2]1[CH:10]=[CH:9][C:8]2[NH:7][C:6]3[CH2:11][CH2:12][N:13]([CH3:15])[CH2:14][C:5]=3[C:4]=2[CH:3]=1.[CH:16]([C:18]1[CH:23]=[CH:22][CH:21]=[CH:20][N:19]=1)=[CH2:17].[Na].